This data is from Forward reaction prediction with 1.9M reactions from USPTO patents (1976-2016). The task is: Predict the product of the given reaction. (1) Given the reactants O[CH2:2][C:3]1[CH:8]=[CH:7][C:6]([CH:9]2[CH2:14][CH2:13][N:12]([C:15]([O:17][C:18]([CH3:21])([CH3:20])[CH3:19])=[O:16])[CH2:11][CH:10]2[O:22][CH2:23][C:24]2[CH:33]=[CH:32][C:31]3[C:26](=[CH:27][CH:28]=[CH:29][CH:30]=3)[CH:25]=2)=[CH:5][CH:4]=1.[S:46]1[C:47]2[CH:53]=[CH:52][CH:51]=[CH:50][C:48]=2[N:49]=[C:45]1[S:44][S:44][C:45]1[S:46][C:47]2[CH:53]=[CH:52][CH:51]=[CH:50][C:48]=2[N:49]=1, predict the reaction product. The product is: [S:46]1[C:47]2[CH:53]=[CH:52][CH:51]=[CH:50][C:48]=2[N:49]=[C:45]1[S:44][CH2:2][C:3]1[CH:8]=[CH:7][C:6]([CH:9]2[CH2:14][CH2:13][N:12]([C:15]([O:17][C:18]([CH3:21])([CH3:19])[CH3:20])=[O:16])[CH2:11][CH:10]2[O:22][CH2:23][C:24]2[CH:33]=[CH:32][C:31]3[C:26](=[CH:27][CH:28]=[CH:29][CH:30]=3)[CH:25]=2)=[CH:5][CH:4]=1. (2) The product is: [CH:5](=[C:12]1[NH:16][C:15](=[O:17])[CH2:14][C:13]1([OH:18])[N:1]=[O:3])[C:6]1[CH:7]=[CH:8][CH:9]=[CH:10][CH:11]=1. Given the reactants [N:1]([O-:3])=O.[Na+].[CH:5](=[C:12]1[NH:16][C:15](=[O:17])[CH:14]=[C:13]1[OH:18])[C:6]1[CH:11]=[CH:10][CH:9]=[CH:8][CH:7]=1, predict the reaction product. (3) Given the reactants [NH2:1][CH2:2][C:3]([CH3:16])([O:5][C:6]1[CH:15]=[CH:14][C:9]([C:10]([O:12][CH3:13])=[O:11])=[CH:8][CH:7]=1)[CH3:4].C(N(CC)CC)C.[F:24][C:25]([F:36])([F:35])[C:26](O[C:26](=[O:27])[C:25]([F:36])([F:35])[F:24])=[O:27].O, predict the reaction product. The product is: [F:24][C:25]([F:36])([F:35])[C:26]([NH:1][CH2:2][C:3]([CH3:16])([O:5][C:6]1[CH:15]=[CH:14][C:9]([C:10]([O:12][CH3:13])=[O:11])=[CH:8][CH:7]=1)[CH3:4])=[O:27].